Dataset: Forward reaction prediction with 1.9M reactions from USPTO patents (1976-2016). Task: Predict the product of the given reaction. (1) The product is: [CH:28]1([CH2:27][C@@H:9]2[NH:8][CH2:13][CH:12]([C:14]3[CH:15]=[C:16]([F:21])[CH:17]=[C:18]([F:20])[CH:19]=3)[N:11]([CH2:22][C:23]([NH:35][C:36]3[CH:37]=[C:38]4[C:51](=[CH:52][CH:53]=3)[CH2:50][C@:40]3([C:48]5[C:43](=[N:44][CH:45]=[CH:46][CH:47]=5)[NH:42][C:41]3=[O:49])[CH2:39]4)=[O:24])[C:10]2=[O:26])[CH2:29][CH2:30][CH2:31][CH2:32][CH2:33][CH2:34]1. Given the reactants C(OC([N:8]1[CH2:13][CH:12]([C:14]2[CH:19]=[C:18]([F:20])[CH:17]=[C:16]([F:21])[CH:15]=2)[N:11]([CH2:22][C:23](O)=[O:24])[C:10](=[O:26])[C@@H:9]1[CH2:27][CH:28]1[CH2:34][CH2:33][CH2:32][CH2:31][CH2:30][CH2:29]1)=O)(C)(C)C.[NH2:35][C:36]1[CH:37]=[C:38]2[C:51](=[CH:52][CH:53]=1)[CH2:50][C@:40]1([C:48]3[C:43](=[N:44][CH:45]=[CH:46][CH:47]=3)[NH:42][C:41]1=[O:49])[CH2:39]2.Cl.C(N=C=NCCCN(C)C)C.C1C=CC2N(O)N=NC=2C=1, predict the reaction product. (2) Given the reactants [F:1][C:2]([F:41])([F:40])[C:3]1[CH:4]=[C:5]([CH:33]=[C:34]([C:36]([F:39])([F:38])[F:37])[CH:35]=1)[CH2:6][N:7]([CH2:14][C:15]1[CH:20]=[C:19]([C:21]([F:24])([F:23])[F:22])[CH:18]=[CH:17][C:16]=1[C:25]([CH:27]1[CH2:32][CH2:31][CH2:30][CH2:29][CH2:28]1)=[O:26])[C:8]1[N:9]=[N:10][N:11]([CH3:13])[N:12]=1.[BH4-].[Na+], predict the reaction product. The product is: [F:41][C:2]([F:1])([F:40])[C:3]1[CH:4]=[C:5]([CH:33]=[C:34]([C:36]([F:37])([F:38])[F:39])[CH:35]=1)[CH2:6][N:7]([CH2:14][C:15]1[CH:20]=[C:19]([C:21]([F:24])([F:23])[F:22])[CH:18]=[CH:17][C:16]=1[CH:25]([CH:27]1[CH2:32][CH2:31][CH2:30][CH2:29][CH2:28]1)[OH:26])[C:8]1[N:9]=[N:10][N:11]([CH3:13])[N:12]=1. (3) Given the reactants Cl.[F:2][C:3]1[CH:8]=[CH:7][C:6]([CH:9]([OH:23])[CH:10]([NH2:22])[CH2:11][C:12]2[CH:17]=[CH:16][C:15]([C:18]([F:21])([F:20])[F:19])=[CH:14][CH:13]=2)=[CH:5][CH:4]=1.C(N(CC)CC)C.[C:31]1([N:41]=[C:42]=[O:43])[C:40]2[C:35](=[CH:36][CH:37]=[CH:38][CH:39]=2)[CH:34]=[CH:33][CH:32]=1, predict the reaction product. The product is: [F:2][C:3]1[CH:4]=[CH:5][C:6]([CH:9]([OH:23])[CH:10]([NH:22][C:42]([NH:41][C:31]2[C:40]3[C:35](=[CH:36][CH:37]=[CH:38][CH:39]=3)[CH:34]=[CH:33][CH:32]=2)=[O:43])[CH2:11][C:12]2[CH:17]=[CH:16][C:15]([C:18]([F:21])([F:20])[F:19])=[CH:14][CH:13]=2)=[CH:7][CH:8]=1. (4) Given the reactants [H-].[Na+].[Br:3][C:4]1[C:16](=[O:17])[NH:15][C:7]2[N:8]=[C:9]([S:13][CH3:14])[N:10]=[C:11]([CH3:12])[C:6]=2[CH:5]=1.[CH3:18][O:19][C:20]1[CH:27]=[CH:26][C:23]([CH2:24]Cl)=[CH:22][CH:21]=1, predict the reaction product. The product is: [CH3:18][O:19][C:20]1[CH:27]=[CH:26][C:23]([CH2:24][N:15]2[C:7]3[N:8]=[C:9]([S:13][CH3:14])[N:10]=[C:11]([CH3:12])[C:6]=3[CH:5]=[C:4]([Br:3])[C:16]2=[O:17])=[CH:22][CH:21]=1. (5) Given the reactants [CH:1]1N=C[N:3]([C:6]([N:8]2C=N[CH:10]=[CH:9]2)=[O:7])[CH:2]=1.C(N)[C:14]1[CH:19]=[CH:18]C=[CH:16][CH:15]=1.NC1[CH:30]=[CH:29][C:25]([C:26]([OH:28])=[O:27])=[CH:24][CH:23]=1, predict the reaction product. The product is: [CH2:9]([NH:8][C:6](=[O:7])[NH:3][CH2:2][C:1]1[CH:23]=[CH:24][C:25]([C:26]([OH:28])=[O:27])=[CH:29][CH:30]=1)[C:10]1[CH:18]=[CH:19][CH:14]=[CH:15][CH:16]=1.